From a dataset of Reaction yield outcomes from USPTO patents with 853,638 reactions. Predict the reaction yield, written as a fraction of the theoretical maximum amount of product (1.0 means a 100% yield; for example, 0.34 means a 34% yield). (1) The product is [C:19]([O:18][C:16]([N:12]1[CH2:13][CH2:14][CH2:15][CH:11]1[C:9]([O:8][CH2:7][C:6]([C:5]1[S:1][CH:2]2[CH:26]=[C:25]([Br:27])[S:24][CH:3]2[CH:4]=1)=[O:23])=[O:10])=[O:17])([CH3:20])([CH3:21])[CH3:22]. The reactants are [S:1]1[C:5]([C:6](=[O:23])[CH2:7][O:8][C:9]([CH:11]2[CH2:15][CH2:14][CH2:13][N:12]2[C:16]([O:18][C:19]([CH3:22])([CH3:21])[CH3:20])=[O:17])=[O:10])=[CH:4][CH:3]2[S:24][CH:25]=[CH:26][CH:2]12.[Br:27]N1C(=O)CCC1=O. The yield is 0.660. The catalyst is CN(C=O)C.CCOC(C)=O. (2) The reactants are [C:1]([O:7][CH2:8][CH3:9])(=[O:6])[CH2:2][C:3]([CH3:5])=O.[Cl:10][C:11]1[CH:18]=[CH:17][CH:16]=[C:15]([Cl:19])[C:12]=1[CH:13]=O.[NH4+:20].[OH-:21]. The catalyst is CCO.C(Cl)Cl. The product is [Cl:10][C:11]1[CH:18]=[CH:17][CH:16]=[C:15]([Cl:19])[C:12]=1[CH:13]1[C:2]([C:1]([O:7][CH2:8][CH3:9])=[O:6])=[C:3]([CH3:5])[NH:20][C:3]([CH3:5])=[C:2]1[C:1]([O:7][CH2:8][CH3:9])=[O:21]. The yield is 0.0400. (3) The yield is 0.390. The reactants are Cl[C:2]1[N:7]=[C:6]([Cl:8])[C:5]([C:9]#[N:10])=[CH:4][N:3]=1.[NH3:11].CO. The product is [NH2:11][C:2]1[N:7]=[C:6]([Cl:8])[C:5]([C:9]#[N:10])=[CH:4][N:3]=1. The catalyst is CO. (4) The reactants are [CH2:1]([CH:3]1[C:8](=[O:9])[NH:7][C:6](=[O:10])[NH:5][C:4]1=[O:11])[CH3:2].N([O-])=[N+:13]([O-])[O-:14].[Na+].[Na+].C(N(CC(O)=O)CCN(CC(O)=O)CC(O)=O)CN(CC(O)=O)CC(O)=O. The yield is 0.760. The catalyst is C(O)C. The product is [OH:14][NH:13][C:3]1([CH2:1][CH3:2])[C:4](=[O:11])[NH:5][C:6](=[O:10])[NH:7][C:8]1=[O:9]. (5) The reactants are [F:1][C:2]1[CH:3]=[C:4]([N+:9]([O-:11])=[O:10])[CH:5]=[CH:6][C:7]=1F.[CH:12]([NH2:15])([CH3:14])[CH3:13]. The catalyst is C(OCC)(=O)C.C(N(CC)CC)C. The product is [F:1][C:2]1[CH:3]=[C:4]([N+:9]([O-:11])=[O:10])[CH:5]=[CH:6][C:7]=1[NH:15][CH:12]([CH3:14])[CH3:13]. The yield is 0.360. (6) The reactants are [CH3:1][CH:2]([N:4]1[CH2:9][CH2:8][N:7]([C:10]2[CH:19]=[CH:18][C:13]([C:14]([O:16]C)=O)=[CH:12][CH:11]=2)[CH2:6][CH2:5]1)[CH3:3].[NH2:20][C:21]1[N:25](C(OC(C)(C)C)=O)[N:24]=[C:23]([CH2:33][CH2:34][C:35]2[CH:40]=[C:39]([O:41][CH3:42])[CH:38]=[C:37]([O:43][CH3:44])[CH:36]=2)[CH:22]=1.C[Si]([N-][Si](C)(C)C)(C)C.[Na+]. The catalyst is C1COCC1. The product is [CH3:42][O:41][C:39]1[CH:40]=[C:35]([CH2:34][CH2:33][C:23]2[NH:24][N:25]=[C:21]([NH:20][C:14](=[O:16])[C:13]3[CH:12]=[CH:11][C:10]([N:7]4[CH2:6][CH2:5][N:4]([CH:2]([CH3:1])[CH3:3])[CH2:9][CH2:8]4)=[CH:19][CH:18]=3)[CH:22]=2)[CH:36]=[C:37]([O:43][CH3:44])[CH:38]=1. The yield is 0.0500.